From a dataset of Full USPTO retrosynthesis dataset with 1.9M reactions from patents (1976-2016). Predict the reactants needed to synthesize the given product. The reactants are: [Cl:1][C:2]1[N:7]=[C:6]([NH:8][C:9]2[CH:10]=[C:11]([CH2:16][OH:17])[CH:12]=[CH:13][C:14]=2[CH3:15])[CH:5]=[CH:4][N:3]=1.[Si:18](Cl)([C:21]([CH3:24])([CH3:23])[CH3:22])([CH3:20])[CH3:19].N1C=CN=C1. Given the product [Cl:1][C:2]1[N:7]=[C:6]([NH:8][C:9]2[CH:10]=[C:11]([CH2:16][O:17][Si:18]([CH3:20])([CH3:19])[C:21]([CH3:24])([CH3:23])[CH3:22])[CH:12]=[CH:13][C:14]=2[CH3:15])[CH:5]=[CH:4][N:3]=1, predict the reactants needed to synthesize it.